This data is from Full USPTO retrosynthesis dataset with 1.9M reactions from patents (1976-2016). The task is: Predict the reactants needed to synthesize the given product. (1) Given the product [F:35][C:23]1[CH:24]=[C:25]([N:28]2[CH:33]=[CH:32][CH:31]=[CH:30][C:29]2=[O:34])[CH:26]=[CH:27][C:22]=1[NH:21][C:4]([CH2:5][N:6]1[CH2:10][CH2:9][C@@H:8]([NH:11][C:12]([C:14]2[S:15][C:16]([Cl:19])=[CH:17][CH:18]=2)=[O:13])[CH2:7]1)=[O:20], predict the reactants needed to synthesize it. The reactants are: C(O[C:4](=[O:20])[CH2:5][N:6]1[CH2:10][CH2:9][C@@H:8]([NH:11][C:12]([C:14]2[S:15][C:16]([Cl:19])=[CH:17][CH:18]=2)=[O:13])[CH2:7]1)C.[NH2:21][C:22]1[CH:27]=[CH:26][C:25]([N:28]2[CH:33]=[CH:32][CH:31]=[CH:30][C:29]2=[O:34])=[CH:24][C:23]=1[F:35]. (2) Given the product [C:1]([O:5][C:6]([N:8]1[CH2:14][C@@H:13]([C:15](=[O:16])[NH2:27])[C@H:12]([C:18]2[CH:23]=[CH:22][C:21]([Cl:24])=[C:20]([Cl:25])[CH:19]=2)[O:11][CH2:10][CH2:9]1)=[O:7])([CH3:4])([CH3:3])[CH3:2], predict the reactants needed to synthesize it. The reactants are: [C:1]([O:5][C:6]([N:8]1[CH2:14][C@@H:13]([C:15](O)=[O:16])[C@H:12]([C:18]2[CH:23]=[CH:22][C:21]([Cl:24])=[C:20]([Cl:25])[CH:19]=2)[O:11][CH2:10][CH2:9]1)=[O:7])([CH3:4])([CH3:3])[CH3:2].[NH4+].[N:27]1(O)C2C=CC=CC=2N=N1.Cl.CN(C)CCCN=C=NCC. (3) Given the product [CH3:13][O:12][C:7]1[C:8]([C:9]2[O:10][CH:15]=[C:16]([CH3:17])[N:11]=2)=[C:3]([O:2][CH3:1])[N:4]=[CH:5][N:6]=1, predict the reactants needed to synthesize it. The reactants are: [CH3:1][O:2][C:3]1[C:8]([C:9]([NH2:11])=[O:10])=[C:7]([O:12][CH3:13])[N:6]=[CH:5][N:4]=1.Br[CH2:15][C:16](OC)(OC)[CH3:17]. (4) The reactants are: C(O[C:6](=[O:36])[NH:7][C@H:8]([C:12](=[O:35])[NH:13][C@H:14]([B:22]1[O:30][C@H:29]2[C@:24]([CH3:34])([C@H:25]3[CH2:31][C@@H:27]([CH2:28]2)[C:26]3([CH3:33])[CH3:32])[O:23]1)[CH2:15][C:16]1[CH:21]=[CH:20][CH:19]=[CH:18][CH:17]=1)[CH:9]([CH3:11])[CH3:10])(C)(C)C.[C:37]1([C:57]2[CH:62]=[CH:61][CH:60]=[CH:59][CH:58]=2)[CH:42]=[CH:41][CH:40]=[C:39]([NH:43][C@@H:44]([CH2:48][C:49]2[CH:54]=[CH:53][C:52]([O:55][CH3:56])=[CH:51][CH:50]=2)C(O)=O)[CH:38]=1. Given the product [C:37]1([C:57]2[CH:62]=[CH:61][CH:60]=[CH:59][CH:58]=2)[CH:42]=[CH:41][CH:40]=[C:39]([NH:43][C@@H:44]([CH2:48][C:49]2[CH:54]=[CH:53][C:52]([O:55][CH3:56])=[CH:51][CH:50]=2)[C:6]([NH:7][C@@H:8]([CH:9]([CH3:11])[CH3:10])[C:12]([NH:13][C@H:14]([B:22]2[O:30][C@H:29]3[C@:24]([CH3:34])([C@H:25]4[CH2:31][C@@H:27]([CH2:28]3)[C:26]4([CH3:33])[CH3:32])[O:23]2)[CH2:15][C:16]2[CH:21]=[CH:20][CH:19]=[CH:18][CH:17]=2)=[O:35])=[O:36])[CH:38]=1, predict the reactants needed to synthesize it. (5) Given the product [Br:1][C:2]1[CH:7]=[CH:6][C:5]([CH2:8][C:15]2[CH:16]=[CH:17][C:12]([C:10]#[N:11])=[CH:13][CH:14]=2)=[CH:4][CH:3]=1, predict the reactants needed to synthesize it. The reactants are: [Br:1][C:2]1[CH:7]=[CH:6][C:5]([CH2:8]Br)=[CH:4][CH:3]=1.[C:10]([C:12]1[CH:17]=[CH:16][C:15](B(O)O)=[CH:14][CH:13]=1)#[N:11].O.P([O-])([O-])([O-])=O.[K+].[K+].[K+]. (6) Given the product [C:1]1([N:7]2[C:11]([C:12]([OH:14])=[O:13])=[CH:10][N:9]=[CH:8]2)[CH:2]=[CH:3][CH:4]=[CH:5][CH:6]=1, predict the reactants needed to synthesize it. The reactants are: [C:1]1([N:7]2[C:11]([C:12]([O:14]CC)=[O:13])=[CH:10][N:9]=[CH:8]2)[CH:6]=[CH:5][CH:4]=[CH:3][CH:2]=1.O.[OH-].[K+]. (7) Given the product [CH3:8][C:7]1[C:2]([C:20]2[CH:21]=[CH:22][C:17]([O:10][C:11]3[CH:16]=[CH:15][CH:14]=[CH:13][CH:12]=3)=[CH:18][CH:19]=2)=[N:3][CH:4]=[C:5]([CH3:9])[N:6]=1, predict the reactants needed to synthesize it. The reactants are: Cl[C:2]1[C:7]([CH3:8])=[N:6][C:5]([CH3:9])=[CH:4][N:3]=1.[O:10]([C:17]1[CH:22]=[CH:21][C:20](B(O)O)=[CH:19][CH:18]=1)[C:11]1[CH:16]=[CH:15][CH:14]=[CH:13][CH:12]=1.C(=O)([O-])[O-].[Na+].[Na+].